From a dataset of Forward reaction prediction with 1.9M reactions from USPTO patents (1976-2016). Predict the product of the given reaction. (1) The product is: [S:12]1[CH:16]=[CH:15][C:14]([C:2]2[NH:10][C:5]3[C:4]([CH:3]=2)=[CH:9][CH:8]=[CH:7][CH:6]=3)=[CH:13]1. Given the reactants Br[C:2](Br)=[CH:3][C:4]1[CH:9]=[CH:8][CH:7]=[CH:6][C:5]=1[NH2:10].[S:12]1[CH:16]=[CH:15][C:14](B(O)O)=[CH:13]1.[O-]P([O-])([O-])=O.[K+].[K+].[K+].O, predict the reaction product. (2) Given the reactants C[O:2][C:3]([C@H:5]1[CH2:10][CH2:9][CH2:8][C@@H:7]([C:11]2[CH:16]=[CH:15][C:14]([Cl:17])=[CH:13][CH:12]=2)[NH:6]1)=O.C1COCC1.[H-].[Al+3].[Li+].[H-].[H-].[H-].[OH-].[Na+], predict the reaction product. The product is: [Cl:17][C:14]1[CH:15]=[CH:16][C:11]([C@H:7]2[NH:6][C@@H:5]([CH2:3][OH:2])[CH2:10][CH2:9][CH2:8]2)=[CH:12][CH:13]=1. (3) Given the reactants C[O:2][C:3](=[O:44])[CH2:4][C:5]1[CH:43]=[CH:42][CH:41]=[CH:40][C:6]=1[CH2:7][CH2:8][C:9]1[C:14]([C:15]([F:18])([F:17])[F:16])=[CH:13][N:12]=[C:11]([NH:19][C:20]2[CH:39]=[CH:38][C:23]([CH2:24][N:25]3[CH2:30][CH2:29][N:28]([C:31]([O:33][C:34]([CH3:37])([CH3:36])[CH3:35])=[O:32])[CH2:27][CH2:26]3)=[CH:22][CH:21]=2)[N:10]=1.O.[OH-].[Li+:47], predict the reaction product. The product is: [C:34]([O:33][C:31]([N:28]1[CH2:27][CH2:26][N:25]([CH2:24][C:23]2[CH:38]=[CH:39][C:20]([NH:19][C:11]3[N:10]=[C:9]([CH2:8][CH2:7][C:6]4[CH:40]=[CH:41][CH:42]=[CH:43][C:5]=4[CH2:4][C:3]([O-:44])=[O:2])[C:14]([C:15]([F:16])([F:17])[F:18])=[CH:13][N:12]=3)=[CH:21][CH:22]=2)[CH2:30][CH2:29]1)=[O:32])([CH3:37])([CH3:35])[CH3:36].[Li+:47]. (4) The product is: [Br:1][C:2]1[CH:11]=[C:10]2[C:5]([CH:6]=[CH:7][C:8]([O:12][CH:13]([CH2:17][CH3:18])[C:14]([NH:42][C:40]([CH3:43])([CH3:41])[CH2:39][O:38][CH3:37])=[O:16])=[CH:9]2)=[CH:4][CH:3]=1. Given the reactants [Br:1][C:2]1[CH:11]=[C:10]2[C:5]([CH:6]=[CH:7][C:8]([O:12][CH:13]([CH2:17][CH3:18])[C:14]([OH:16])=O)=[CH:9]2)=[CH:4][CH:3]=1.[I-].ClC1C=CC=C[N+]=1C.C(N(CC)C(C)C)(C)C.[CH3:37][O:38][CH2:39][C:40]([CH3:43])([NH2:42])[CH3:41], predict the reaction product. (5) Given the reactants Cl.[CH3:2][O:3][C:4](=[O:11])[C@H:5]([CH2:7][CH:8]([CH3:10])[CH3:9])[NH2:6].[F:12][C:13]1[CH:20]=[CH:19][C:16]([CH:17]=O)=[CH:15][CH:14]=1.C([O-])([O-])=O.[Na+].[Na+], predict the reaction product. The product is: [CH3:2][O:3][C:4](=[O:11])[C@@H:5](/[N:6]=[CH:17]/[C:16]1[CH:19]=[CH:20][C:13]([F:12])=[CH:14][CH:15]=1)[CH2:7][CH:8]([CH3:10])[CH3:9]. (6) Given the reactants [OH:1][C:2]1[CH:18]=[C:17](O)[CH:16]=[C:15](O)[C:3]=1[C:4](=[O:14])[CH:5]=[CH:6][C:7]1[CH:12]=[CH:11][C:10](O)=[CH:9][CH:8]=1.Cl.C[OH:23], predict the reaction product. The product is: [O:1]1[C:2]2[C:3](=[CH:15][CH:16]=[CH:17][CH:18]=2)[C:4](=[O:14])[C:5]([OH:23])=[C:6]1[C:7]1[CH:12]=[CH:11][CH:10]=[CH:9][CH:8]=1.